Dataset: Peptide-MHC class I binding affinity with 185,985 pairs from IEDB/IMGT. Task: Regression. Given a peptide amino acid sequence and an MHC pseudo amino acid sequence, predict their binding affinity value. This is MHC class I binding data. (1) The peptide sequence is HIIDSFNIR. The MHC is HLA-A03:01 with pseudo-sequence HLA-A03:01. The binding affinity (normalized) is 0.335. (2) The peptide sequence is ARYARAAAL. The MHC is HLA-A31:01 with pseudo-sequence HLA-A31:01. The binding affinity (normalized) is 0.0894. (3) The peptide sequence is DEWSVATFY. The MHC is HLA-B18:01 with pseudo-sequence HLA-B18:01. The binding affinity (normalized) is 0.904.